From a dataset of Catalyst prediction with 721,799 reactions and 888 catalyst types from USPTO. Predict which catalyst facilitates the given reaction. (1) Reactant: [F:1][C:2]1[CH:30]=[CH:29][C:5]([CH2:6][N:7]2[C:12](=[O:13])[C:11]3[C:14]([O:23][CH3:24])=[C:15]4[C:20](=[O:21])[N:19]([CH3:22])[CH2:18][CH2:17][N:16]4[C:10]=3[C:9]([C:25](OC)=[O:26])=[N:8]2)=[CH:4][CH:3]=1.[BH4-].[Na+]. Product: [F:1][C:2]1[CH:30]=[CH:29][C:5]([CH2:6][N:7]2[C:12](=[O:13])[C:11]3[C:14]([O:23][CH3:24])=[C:15]4[C:20](=[O:21])[N:19]([CH3:22])[CH2:18][CH2:17][N:16]4[C:10]=3[C:9]([CH2:25][OH:26])=[N:8]2)=[CH:4][CH:3]=1. The catalyst class is: 5. (2) Reactant: [CH3:1][N:2]([C:10]1[CH:15]=[CH:14][C:13]([C:16]([C:18]2[N:22]([CH3:23])[CH:21]=[N:20][CH:19]=2)=[O:17])=[CH:12][CH:11]=1)C(=O)OC(C)(C)C.Cl.C([O-])(O)=O.[Na+]. Product: [CH3:1][NH:2][C:10]1[CH:11]=[CH:12][C:13]([C:16]([C:18]2[N:22]([CH3:23])[CH:21]=[N:20][CH:19]=2)=[O:17])=[CH:14][CH:15]=1. The catalyst class is: 135. (3) Reactant: CI.[C:3](=O)([O-])[O-].[K+].[K+].[F:9][C:10]([F:20])([F:19])[O:11][C:12]1[CH:17]=[CH:16][CH:15]=[CH:14][C:13]=1[SH:18].O. Product: [CH3:3][S:18][C:13]1[CH:14]=[CH:15][CH:16]=[CH:17][C:12]=1[O:11][C:10]([F:9])([F:19])[F:20]. The catalyst class is: 3. (4) The catalyst class is: 3. Product: [NH2:3][C:4]1[N:9]=[CH:8][N:7]=[C:6]2[N:10]([CH2:18][C:19]([N:34]3[CH2:35][CH2:36][N:31]([C:28]4[CH:29]=[CH:30][C:25]([Cl:24])=[C:26]([O:39][CH3:40])[CH:27]=4)[CH2:32][C:33]3([CH3:38])[CH3:37])=[O:21])[N:11]=[C:12]([C:13]3[NH:17][CH:16]=[CH:15][N:14]=3)[C:5]=12. Reactant: Cl.Cl.[NH2:3][C:4]1[N:9]=[CH:8][N:7]=[C:6]2[N:10]([CH2:18][C:19]([OH:21])=O)[N:11]=[C:12]([C:13]3[NH:14][CH:15]=[CH:16][N:17]=3)[C:5]=12.Cl.Cl.[Cl:24][C:25]1[CH:30]=[CH:29][C:28]([N:31]2[CH2:36][CH2:35][NH:34][C:33]([CH3:38])([CH3:37])[CH2:32]2)=[CH:27][C:26]=1[O:39][CH3:40].C(N(CC)C(C)C)(C)C.CN(C(ON1N=NC2C=CC=CC1=2)=[N+](C)C)C.F[P-](F)(F)(F)(F)F. (5) Reactant: CC1(C)C(C)(C)OB([C:9]2[CH:10]=[C:11]([CH:16]=[C:17]([NH:19][C:20]3[N:25]=[C:24]([C:26]([F:29])([F:28])[F:27])[CH:23]=[CH:22][N:21]=3)[CH:18]=2)[C:12]([O:14][CH3:15])=[O:13])O1.C1(P(C2CCCCC2)C2C=CC=CC=2C2C(C(C)C)=CC(C(C)C)=CC=2C(C)C)CCCCC1.C(=O)([O-])[O-].[Cs+].[Cs+].Br[C:72]1[S:76][CH:75]=[N:74][CH:73]=1. Product: [S:76]1[C:72]([C:9]2[CH:10]=[C:11]([CH:16]=[C:17]([NH:19][C:20]3[N:25]=[C:24]([C:26]([F:29])([F:27])[F:28])[CH:23]=[CH:22][N:21]=3)[CH:18]=2)[C:12]([O:14][CH3:15])=[O:13])=[CH:73][N:74]=[CH:75]1. The catalyst class is: 552. (6) Reactant: [N:1]1([C:7](=[S:9])[NH2:8])[CH2:6][CH2:5][O:4][CH2:3][CH2:2]1.Br[CH2:11][C:12]([C:14]1[CH:19]=[CH:18][C:17]([Br:20])=[CH:16][CH:15]=1)=O.O. The catalyst class is: 44. Product: [Br:20][C:17]1[CH:18]=[CH:19][C:14]([C:12]2[N:8]=[C:7]([N:1]3[CH2:6][CH2:5][O:4][CH2:3][CH2:2]3)[S:9][CH:11]=2)=[CH:15][CH:16]=1. (7) Reactant: [OH:1][C:2]1[CH:10]=[C:9]([CH2:11][S:12][CH3:13])[CH:8]=[CH:7][C:3]=1[C:4]([OH:6])=[O:5].[CH2:14](Cl)Cl.C[Si](C=[N+]=[N-])(C)C.CCCCCC. Product: [OH:1][C:2]1[CH:10]=[C:9]([CH2:11][S:12][CH3:13])[CH:8]=[CH:7][C:3]=1[C:4]([O:6][CH3:14])=[O:5]. The catalyst class is: 5.